This data is from Reaction yield outcomes from USPTO patents with 853,638 reactions. The task is: Predict the reaction yield, written as a fraction of the theoretical maximum amount of product (1.0 means a 100% yield; for example, 0.34 means a 34% yield). (1) The reactants are [CH3:1][N:2]([CH3:16])[S:3]([C:6]1[CH:7]=[C:8]2[C:12](=[CH:13][CH:14]=1)[NH:11][C:10](=[O:15])[CH2:9]2)(=[O:5])=[O:4].[CH2:17]([N:19]([CH2:34][CH3:35])[CH2:20][CH2:21][NH:22][C:23]([C:25]1[C:29]([CH3:30])=[C:28]([CH:31]=O)[NH:27][C:26]=1[CH3:33])=[O:24])[CH3:18]. The yield is 0.430. The product is [CH2:34]([N:19]([CH2:17][CH3:18])[CH2:20][CH2:21][NH:22][C:23]([C:25]1[C:29]([CH3:30])=[C:28]([CH:31]=[C:9]2[C:8]3[C:12](=[CH:13][CH:14]=[C:6]([S:3](=[O:5])(=[O:4])[N:2]([CH3:16])[CH3:1])[CH:7]=3)[NH:11][C:10]2=[O:15])[NH:27][C:26]=1[CH3:33])=[O:24])[CH3:35]. No catalyst specified. (2) The reactants are C1([CH:7]([C:9]2[CH:14]=[CH:13][C:12]([N:15]3[CH:19]=[C:18]([C:20]([F:23])([F:22])[F:21])[CH:17]=[N:16]3)=[CH:11][C:10]=2[CH3:24])[NH2:8])CCCCC1.F[C:26]1[CH:35]=[CH:34][C:29]([C:30]([O:32][CH3:33])=[O:31])=[CH:28][N:27]=1.C(=O)([O-])[O-].[K+].[K+]. The catalyst is CN(C)C=O.O. The product is [CH:9]1([N:8]([CH2:7][C:9]2[CH:14]=[CH:13][C:12]([N:15]3[CH:19]=[C:18]([C:20]([F:21])([F:22])[F:23])[CH:17]=[N:16]3)=[CH:11][C:10]=2[CH3:24])[C:26]2[CH:35]=[CH:34][C:29]([C:30]([O:32][CH3:33])=[O:31])=[CH:28][N:27]=2)[CH2:14][CH2:13][CH2:12][CH2:11][CH2:10]1. The yield is 0.150. (3) The reactants are [C:1]([C:3]1([C:6]2[CH:7]=[C:8]([CH2:44][CH2:45][CH2:46][NH:47]C(=O)OC(C)(C)C)[CH:9]=[C:10]([C:12]3[CH:17]=[CH:16][N:15]=[C:14]4[N:18](C(C5C=CC=CC=5)(C5C=CC=CC=5)C5C=CC=CC=5)[N:19]=[C:20]([C:21]([F:24])([F:23])[F:22])[C:13]=34)[CH:11]=2)[CH2:5][CH2:4]1)#[N:2].C([SiH](CC)CC)C.C(O)(C(F)(F)F)=O. The catalyst is C(Cl)Cl. The product is [NH2:47][CH2:46][CH2:45][CH2:44][C:8]1[CH:7]=[C:6]([C:3]2([C:1]#[N:2])[CH2:5][CH2:4]2)[CH:11]=[C:10]([C:12]2[CH:17]=[CH:16][N:15]=[C:14]3[NH:18][N:19]=[C:20]([C:21]([F:23])([F:24])[F:22])[C:13]=23)[CH:9]=1. The yield is 0.570. (4) The reactants are C(OC[N:9]1[C:13]2[N:14]=[N:15][CH:16]=[C:17]([C:18]3[CH:19]=[N:20][N:21]([CH:23]([CH:27]4[CH2:29][CH2:28]4)[CH2:24][C:25]#[N:26])[CH:22]=3)[C:12]=2[CH:11]=[CH:10]1)(=O)C(C)(C)C.[OH-].[Na+]. The catalyst is CO. The product is [N:14]1[C:13]2[NH:9][CH:10]=[CH:11][C:12]=2[C:17]([C:18]2[CH:19]=[N:20][N:21]([CH:23]([CH:27]3[CH2:29][CH2:28]3)[CH2:24][C:25]#[N:26])[CH:22]=2)=[CH:16][N:15]=1. The yield is 0.719. (5) The reactants are [CH3:1][C:2]1[CH:7]=[C:6]([CH3:8])[CH:5]=[C:4]([CH3:9])[C:3]=1[N:10]=[C:11]=[O:12].[NH2:13][C:14]1[CH:19]=[C:18]([Cl:20])[CH:17]=[CH:16][C:15]=1[C:21]([NH:23][C@@H:24]([CH:32]1[CH2:37][CH2:36][CH2:35][CH2:34][CH2:33]1)[C:25]([O:27][C:28]([CH3:31])([CH3:30])[CH3:29])=[O:26])=[O:22].CCCCCC.C(OCC)(=O)C. The catalyst is N1C=CC=CC=1. The product is [Cl:20][C:18]1[CH:17]=[CH:16][C:15]([C:21]([NH:23][C@@H:24]([CH:32]2[CH2:33][CH2:34][CH2:35][CH2:36][CH2:37]2)[C:25]([O:27][C:28]([CH3:31])([CH3:30])[CH3:29])=[O:26])=[O:22])=[C:14]([NH:13][C:11]([NH:10][C:3]2[C:2]([CH3:1])=[CH:7][C:6]([CH3:8])=[CH:5][C:4]=2[CH3:9])=[O:12])[CH:19]=1. The yield is 0.920. (6) The reactants are [CH2:1]([O:3][C:4]1[CH:13]=[CH:12][C:11]2[C:6](=[CH:7][CH:8]=[CH:9][CH:10]=2)[C:5]=1B(O)O)[CH3:2].[F:17][C:18]1[CH:23]=[CH:22][C:21]([Br:24])=[CH:20][C:19]=1I.C(=O)([O-])[O-].[Na+].[Na+]. The catalyst is C1(C)C=CC=CC=1. The product is [CH2:1]([O:3][C:4]1[CH:13]=[CH:12][C:11]2[C:6](=[CH:7][CH:8]=[CH:9][CH:10]=2)[C:5]=1[C:23]1[CH:22]=[C:21]([Br:24])[CH:20]=[CH:19][C:18]=1[F:17])[CH3:2]. The yield is 0.700. (7) The reactants are [F:1][C:2]1[CH:3]=[C:4]([C@@H:9]2[CH2:13][N:12]([CH2:14][CH2:15][O:16][CH3:17])[CH2:11][C@H:10]2[NH:18][C:19]([NH:21][C:22]2[N:26]([C:27]3[CH:32]=[CH:31][CH:30]=[CH:29][CH:28]=3)[N:25]=[C:24]([O:33][CH2:34][C@H:35]3[CH2:39][O:38]C(C)(C)[O:36]3)[C:23]=2[CH3:42])=[O:20])[CH:5]=[CH:6][C:7]=1[F:8].Cl. The catalyst is C1COCC1. The product is [F:1][C:2]1[CH:3]=[C:4]([C@@H:9]2[CH2:13][N:12]([CH2:14][CH2:15][O:16][CH3:17])[CH2:11][C@H:10]2[NH:18][C:19]([NH:21][C:22]2[N:26]([C:27]3[CH:28]=[CH:29][CH:30]=[CH:31][CH:32]=3)[N:25]=[C:24]([O:33][CH2:34][C@H:35]([OH:36])[CH2:39][OH:38])[C:23]=2[CH3:42])=[O:20])[CH:5]=[CH:6][C:7]=1[F:8]. The yield is 0.880.